This data is from Reaction yield outcomes from USPTO patents with 853,638 reactions. The task is: Predict the reaction yield, written as a fraction of the theoretical maximum amount of product (1.0 means a 100% yield; for example, 0.34 means a 34% yield). (1) The yield is 0.230. The product is [CH2:37]([N:3]([CH2:1][CH3:2])[CH2:4][CH2:5][CH2:6][NH:7][C:8]1[N:9]=[C:10]([C:27]2[CH:28]=[C:29]([CH:33]=[CH:34][C:35]=2[CH3:36])[C:30]([NH:76][CH2:75][CH2:74][S:73][CH2:71][CH3:72])=[O:31])[C:11]2[CH:17]=[CH:16][C:15](=[O:18])[N:14]([C:19]3[C:20]([F:26])=[CH:21][CH:22]=[CH:23][C:24]=3[F:25])[C:12]=2[N:13]=1)[CH3:38]. The reactants are [CH2:1]([N:3]([CH2:37][CH3:38])[CH2:4][CH2:5][CH2:6][NH:7][C:8]1[N:9]=[C:10]([C:27]2[CH:28]=[C:29]([CH:33]=[CH:34][C:35]=2[CH3:36])[C:30](O)=[O:31])[C:11]2[CH:17]=[CH:16][C:15](=[O:18])[N:14]([C:19]3[C:24]([F:25])=[CH:23][CH:22]=[CH:21][C:20]=3[F:26])[C:12]=2[N:13]=1)[CH3:2].CN(C(ON1N=NC2C=CC=CC1=2)=[N+](C)C)C.F[P-](F)(F)(F)(F)F.C(N(CC)CC)C.Cl.[CH2:71]([S:73][CH2:74][CH2:75][NH2:76])[CH3:72]. The catalyst is CN(C=O)C. (2) The catalyst is CN(C=O)C. The product is [CH2:24]([O:23][C:21](=[O:22])[CH2:20][N:9]1[C:10]2[C:11](=[O:12])[N:2]([CH3:1])[C:3](=[O:4])[NH:5][C:6]=2[N:7]=[CH:8]1)[CH3:25]. The reactants are [CH3:1][N:2]1[C:11](=[O:12])[C:10]2[NH:9][CH:8]=[N:7][C:6]=2[NH:5][C:3]1=[O:4].C(=O)([O-])[O-].[K+].[K+].Cl[CH2:20][C:21]([O:23][CH2:24][CH3:25])=[O:22]. The yield is 0.400.